Dataset: Catalyst prediction with 721,799 reactions and 888 catalyst types from USPTO. Task: Predict which catalyst facilitates the given reaction. (1) The catalyst class is: 1. Reactant: [C:1]([O:5][C:6]([NH:8][C:9]1[C:10]([C:20](=[O:36])/[C:21](/[C:30]2[N:34]([CH3:35])[N:33]=[CH:32][N:31]=2)=[CH:22]/[C:23]2[CH:28]=[CH:27][C:26]([F:29])=[CH:25][CH:24]=2)=[C:11]([CH:16]=[C:17]([F:19])[CH:18]=1)[C:12]([O:14][CH3:15])=[O:13])=[O:7])([CH3:4])([CH3:3])[CH3:2].C1CCN2C(=NCCC2)CC1.[Br:48][CH2:49][N+:50]([O-:52])=[O:51].O. Product: [Br:48][CH:49]([N+:50]([O-:52])=[O:51])[CH:22]([C:23]1[CH:24]=[CH:25][C:26]([F:29])=[CH:27][CH:28]=1)[CH:21]([C:30]1[N:34]([CH3:35])[N:33]=[CH:32][N:31]=1)[C:20]([C:10]1[C:9]([NH:8][C:6]([O:5][C:1]([CH3:3])([CH3:4])[CH3:2])=[O:7])=[CH:18][C:17]([F:19])=[CH:16][C:11]=1[C:12]([O:14][CH3:15])=[O:13])=[O:36]. (2) Reactant: [CH:1]([CH:4]1[C:9](=[O:10])[NH:8][C:7]2[CH:11]=[CH:12][C:13]([N+:15]([O-:17])=[O:16])=[CH:14][C:6]=2[O:5]1)([CH3:3])[CH3:2].C(=O)([O-])[O-].[K+].[K+].I[CH2:25][CH3:26].O. Product: [CH2:25]([N:8]1[C:7]2[CH:11]=[CH:12][C:13]([N+:15]([O-:17])=[O:16])=[CH:14][C:6]=2[O:5][CH:4]([CH:1]([CH3:3])[CH3:2])[C:9]1=[O:10])[CH3:26]. The catalyst class is: 3.